This data is from Catalyst prediction with 721,799 reactions and 888 catalyst types from USPTO. The task is: Predict which catalyst facilitates the given reaction. (1) Reactant: [OH:1][C:2]1([C:22]([F:25])([F:24])[F:23])[N:6]([C:7]2[CH:15]=[CH:14][C:10]([C:11]([OH:13])=[O:12])=[CH:9][N:8]=2)[N:5]=[C:4]([C:16]2[CH:17]=[N:18][CH:19]=[CH:20][CH:21]=2)[CH2:3]1.[N:26]1([CH2:32][CH2:33][O:34][C:35]2[C:44]3[C:39](=[CH:40][CH:41]=[CH:42][CH:43]=3)[C:38](N)=[CH:37][CH:36]=2)[CH2:31]CC[CH2:28][CH2:27]1.C[N:47](C)CCCN=C=NCC.O.ON1C2C=CC=CC=2N=N1.[C:68](=[O:71])(O)[O-].[Na+]. Product: [OH:1][C:2]1([C:22]([F:25])([F:24])[F:23])[N:6]([C:7]2[CH:15]=[CH:14][C:10]([C:11]([OH:13])=[O:12])=[CH:9][N:8]=2)[N:5]=[C:4]([C:16]2[CH:17]=[N:18][CH:19]=[CH:20][CH:21]=2)[CH2:3]1.[OH:1][C:2]1([C:22]([F:24])([F:25])[F:23])[N:6]([C:7]2[CH:15]=[CH:14][C:10]([C:11]([NH2:47])=[O:13])=[C:9]([C:38]3[C:39]4[C:44](=[CH:43][CH:42]=[CH:41][CH:40]=4)[C:35]([O:34][CH2:33][CH2:32][N:26]4[CH2:31][CH2:68][O:71][CH2:28][CH2:27]4)=[CH:36][CH:37]=3)[N:8]=2)[N:5]=[C:4]([C:16]2[CH:17]=[N:18][CH:19]=[CH:20][CH:21]=2)[CH2:3]1. The catalyst class is: 9. (2) Reactant: C(N(S(F)(F)[F:7])CC)C.[CH2:10]([O:17][CH2:18][C@H:19](O)[CH2:20][O:21][C@H:22]1[C@H:27]([C:28]2[CH:33]=[CH:32][C:31]([O:34][CH3:35])=[CH:30][CH:29]=2)[C@@H:26]([O:36][CH2:37][C:38]2[CH:39]=[CH:40][C:41]3[O:46][CH2:45][CH2:44][N:43]([CH2:47][CH2:48][CH2:49][O:50][CH3:51])[C:42]=3[CH:52]=2)[CH2:25][N:24]([C:53]([O:55][CH2:56][C:57]2[CH:62]=[CH:61][CH:60]=[CH:59][CH:58]=2)=[O:54])[CH2:23]1)[C:11]1[CH:16]=[CH:15][CH:14]=[CH:13][CH:12]=1.C(=O)(O)[O-].[Na+]. Product: [CH2:10]([O:17][CH2:18][C@@H:19]([F:7])[CH2:20][O:21][C@H:22]1[C@H:27]([C:28]2[CH:33]=[CH:32][C:31]([O:34][CH3:35])=[CH:30][CH:29]=2)[C@@H:26]([O:36][CH2:37][C:38]2[CH:39]=[CH:40][C:41]3[O:46][CH2:45][CH2:44][N:43]([CH2:47][CH2:48][CH2:49][O:50][CH3:51])[C:42]=3[CH:52]=2)[CH2:25][N:24]([C:53]([O:55][CH2:56][C:57]2[CH:62]=[CH:61][CH:60]=[CH:59][CH:58]=2)=[O:54])[CH2:23]1)[C:11]1[CH:16]=[CH:15][CH:14]=[CH:13][CH:12]=1. The catalyst class is: 4. (3) Reactant: O[CH:2]([C:12]1[CH:17]=[CH:16][CH:15]=[CH:14][CH:13]=1)[CH2:3][NH:4][C:5](=[O:11])[O:6][C:7]([CH3:10])([CH3:9])[CH3:8].[C:18]1(=[O:28])[NH:22][C:21](=[O:23])[C:20]2=[CH:24][CH:25]=[CH:26][CH:27]=[C:19]12.C1(P(C2C=CC=CC=2)C2C=CC=CC=2)C=CC=CC=1.CCOC(/N=N/C(OCC)=O)=O. Product: [O:23]=[C:21]1[C:20]2[C:19](=[CH:27][CH:26]=[CH:25][CH:24]=2)[C:18](=[O:28])[N:22]1[CH:2]([C:12]1[CH:17]=[CH:16][CH:15]=[CH:14][CH:13]=1)[CH2:3][NH:4][C:5](=[O:11])[O:6][C:7]([CH3:10])([CH3:9])[CH3:8]. The catalyst class is: 1. (4) Reactant: [C:1]1([S:7]([N:10]2[C:18]3[C:13](=[CH:14][CH:15]=[C:16]([Cl:19])[CH:17]=3)[CH:12]=[C:11]2[S:20](Cl)(=[O:22])=[O:21])(=[O:9])=[O:8])[CH:6]=[CH:5][CH:4]=[CH:3][CH:2]=1.[NH:24]1[CH2:29][CH2:28][NH:27][CH2:26][CH2:25]1. Product: [C:1]1([S:7]([N:10]2[C:18]3[C:13](=[CH:14][CH:15]=[C:16]([Cl:19])[CH:17]=3)[CH:12]=[C:11]2[S:20]([N:24]2[CH2:29][CH2:28][NH:27][CH2:26][CH2:25]2)(=[O:22])=[O:21])(=[O:9])=[O:8])[CH:6]=[CH:5][CH:4]=[CH:3][CH:2]=1. The catalyst class is: 4. (5) Reactant: [CH:1]1([C:4]2[N:8]([C:9]3[CH:18]=[C:17]([N+:19]([O-])=O)[CH:16]=[CH:15][C:10]=3[O:11][CH2:12][CH2:13][OH:14])[N:7]=[N:6][N:5]=2)[CH2:3][CH2:2]1. Product: [NH2:19][C:17]1[CH:16]=[CH:15][C:10]([O:11][CH2:12][CH2:13][OH:14])=[C:9]([N:8]2[C:4]([CH:1]3[CH2:3][CH2:2]3)=[N:5][N:6]=[N:7]2)[CH:18]=1. The catalyst class is: 43. (6) Reactant: Br[C:2]1[CH:11]=[CH:10][CH:9]=[C:8]2[C:3]=1[CH:4]=[N:5][C:6]([NH:12][CH2:13][C@@H:14]1[C@H:19]([CH3:20])[CH2:18][CH2:17][CH2:16][N:15]1[C:21]([C:23]1[CH:28]=[C:27]([CH3:29])[CH:26]=[CH:25][C:24]=1[N:30]1[N:34]=[CH:33][CH:32]=[N:31]1)=[O:22])=[N:7]2.C([O-])=O.[NH4+]. Product: [CH3:20][C@@H:19]1[CH2:18][CH2:17][CH2:16][N:15]([C:21]([C:23]2[CH:28]=[C:27]([CH3:29])[CH:26]=[CH:25][C:24]=2[N:30]2[N:31]=[CH:32][CH:33]=[N:34]2)=[O:22])[C@@H:14]1[CH2:13][NH:12][C:6]1[N:5]=[CH:4][C:3]2[C:8](=[CH:9][CH:10]=[CH:11][CH:2]=2)[N:7]=1. The catalyst class is: 70. (7) Reactant: [Br:1][C:2]1[CH:3]=[CH:4][CH:5]=[C:6]2[C:15]=1[C:9]1([CH2:14][CH2:13][NH:12][CH2:11][CH2:10]1)[CH2:8][CH:7]2[CH:16]([CH3:22])[C:17]([O:19][CH2:20][CH3:21])=[O:18].C1N=CN([C:28]([N:30]2C=N[CH:32]=[CH:31]2)=[O:29])C=1.CCN(C(C)C)C(C)C.Cl.[CH:45]12[CH2:54]C3C[CH:51]([CH2:53][CH:47]([CH2:48]3)[CH:46]1N)[CH2:52]2. Product: [Br:1][C:2]1[CH:3]=[CH:4][CH:5]=[C:6]2[C:15]=1[C:9]1([CH2:10][CH2:11][N:12]([C:28](=[O:29])[NH:30][CH:31]3[CH:32]4[CH2:54][CH:45]5[CH2:46][CH:47]([CH2:53][CH:51]3[CH2:52]5)[CH2:48]4)[CH2:13][CH2:14]1)[CH2:8][CH:7]2[CH:16]([CH3:22])[C:17]([O:19][CH2:20][CH3:21])=[O:18]. The catalyst class is: 2. (8) Reactant: [F:1][C:2]([F:31])([F:30])[C:3]1([CH2:6][N:7]2[CH2:12][CH2:11][CH:10]([CH2:13][O:14][C:15]3[CH:20]=[CH:19][C:18]([C:21]4[CH:26]=[CH:25][C:24]([C:27](O)=[O:28])=[CH:23][CH:22]=4)=[CH:17][CH:16]=3)[CH2:9][CH2:8]2)[CH2:5][CH2:4]1.Cl.[CH3:33][NH:34][CH3:35].C(Cl)CCl.C1C=CC2N(O)N=NC=2C=1.CCN(C(C)C)C(C)C. Product: [CH3:33][N:34]([CH3:35])[C:27]([C:24]1[CH:25]=[CH:26][C:21]([C:18]2[CH:17]=[CH:16][C:15]([O:14][CH2:13][CH:10]3[CH2:11][CH2:12][N:7]([CH2:6][C:3]4([C:2]([F:31])([F:30])[F:1])[CH2:5][CH2:4]4)[CH2:8][CH2:9]3)=[CH:20][CH:19]=2)=[CH:22][CH:23]=1)=[O:28]. The catalyst class is: 18. (9) Reactant: [CH3:1][O:2][C:3](=[O:23])[CH2:4][CH2:5][C:6]1[N:7]=[CH:8][N:9]([CH2:11][C:12]2[CH:16]=[C:15]([C:17]3[S:18][C:19]([Cl:22])=[CH:20][CH:21]=3)[O:14][N:13]=2)[CH:10]=1.CCN(CC)CC.ClC(Cl)(Cl)[C:33](Cl)=[O:34].Cl.Cl.[CH:40]([N:43]1[CH2:48][CH2:47][CH:46]([NH2:49])[CH2:45][CH2:44]1)([CH3:42])[CH3:41]. Product: [CH3:1][O:2][C:3](=[O:23])[CH2:4][CH2:5][C:6]1[N:7]=[C:8]([C:33](=[O:34])[NH:49][CH:46]2[CH2:47][CH2:48][N:43]([CH:40]([CH3:42])[CH3:41])[CH2:44][CH2:45]2)[N:9]([CH2:11][C:12]2[CH:16]=[C:15]([C:17]3[S:18][C:19]([Cl:22])=[CH:20][CH:21]=3)[O:14][N:13]=2)[CH:10]=1. The catalyst class is: 2. (10) The catalyst class is: 9. Reactant: C(OC([N:8]1[CH2:14][CH2:13][CH2:12][N:11]([C:15]2[NH:19][C:18]3[CH:20]=[CH:21][CH:22]=[CH:23][C:17]=3[N:16]=2)[CH2:10][CH2:9]1)=O)(C)(C)C.[H-].[Na+].[F:26][C:27]1[CH:34]=[CH:33][C:30]([CH2:31]Br)=[CH:29][CH:28]=1. Product: [F:26][C:27]1[CH:34]=[CH:33][C:30]([CH2:31][N:19]2[C:18]3[CH:20]=[CH:21][CH:22]=[CH:23][C:17]=3[N:16]=[C:15]2[N:11]2[CH2:12][CH2:13][CH2:14][NH:8][CH2:9][CH2:10]2)=[CH:29][CH:28]=1.